Task: Predict which catalyst facilitates the given reaction.. Dataset: Catalyst prediction with 721,799 reactions and 888 catalyst types from USPTO (1) Reactant: [NH2:1][C:2]1[N:7]=[CH:6][C:5]([OH:8])=[CH:4][N:3]=1.[CH2:9]([N:11]([CH2:15][CH3:16])[CH2:12][CH2:13]O)[CH3:10].C1C=CC(P(C2C=CC=CC=2)C2C=CC=CC=2)=CC=1.CC(OC(/N=N/C(OC(C)C)=O)=O)C. Product: [CH2:9]([N:11]([CH2:15][CH3:16])[CH2:12][CH2:13][O:8][C:5]1[CH:4]=[N:3][C:2]([NH2:1])=[N:7][CH:6]=1)[CH3:10]. The catalyst class is: 1. (2) Reactant: C(OC(=O)[NH:7][CH2:8][C:9]1[O:10][C:11]([C:14]2[CH:15]=[C:16]3[C:21](=[CH:22][CH:23]=2)[N:20]=[CH:19][N:18]=[C:17]3[NH:24][C:25]2[CH:30]=[CH:29][C:28]([O:31][CH2:32][C:33]3[CH:38]=[CH:37][CH:36]=[C:35]([F:39])[CH:34]=3)=[C:27]([Cl:40])[CH:26]=2)=[CH:12][CH:13]=1)(C)(C)C.C(O)(C(F)(F)F)=O. The catalyst class is: 2. Product: [NH2:7][CH2:8][C:9]1[O:10][C:11]([C:14]2[CH:15]=[C:16]3[C:21](=[CH:22][CH:23]=2)[N:20]=[CH:19][N:18]=[C:17]3[NH:24][C:25]2[CH:30]=[CH:29][C:28]([O:31][CH2:32][C:33]3[CH:38]=[CH:37][CH:36]=[C:35]([F:39])[CH:34]=3)=[C:27]([Cl:40])[CH:26]=2)=[CH:12][CH:13]=1. (3) Reactant: C(OC(C[C@@H]1OC(C)(C)O[C@H](CCN([C:27](=[O:35])[C:28]2[CH:33]=[CH:32][C:31](F)=[CH:30][CH:29]=2)C(C(C)C)C(O)=O)C1)=O)(C)(C)C.[CH3:36][CH:37]([CH3:43])[C:38](=[O:42])[C:39]([O-])=[O:40].[Na+].C(O[BH-](OC(=O)C)OC(=O)C)(=O)C.[Na+]. Product: [CH2:27]([O:35][C:39](=[O:40])[CH:38]([OH:42])[CH:37]([CH3:43])[CH3:36])[C:28]1[CH:29]=[CH:30][CH:31]=[CH:32][CH:33]=1. The catalyst class is: 8. (4) Reactant: [F:1][CH:2]([F:13])[C:3]1[C:7]([C:8](Cl)=[O:9])=[C:6]([F:11])[N:5]([CH3:12])[N:4]=1.[Cl:14][C:15]1[CH:16]=[CH:17][C:18]([CH:23]([CH3:25])[CH3:24])=[C:19]([CH2:21][NH2:22])[CH:20]=1.C(N(CC)CC)C.O. Product: [Cl:14][C:15]1[CH:16]=[CH:17][C:18]([CH:23]([CH3:25])[CH3:24])=[C:19]([CH:20]=1)[CH2:21][NH:22][C:8]([C:7]1[C:3]([CH:2]([F:13])[F:1])=[N:4][N:5]([CH3:12])[C:6]=1[F:11])=[O:9]. The catalyst class is: 7. (5) Reactant: [OH:1][CH:2]1[CH2:7][CH2:6][NH:5][CH2:4][CH2:3]1.C1(P(C2CCCCC2)C2C=CC=CC=2C2C(C(C)C)=CC(C(C)C)=CC=2C(C)C)CCCCC1.C(=O)([O-])[O-].[Cs+].[Cs+].Br[C:49]1[CH:50]=[C:51]([CH:75]=[CH:76][CH:77]=1)[CH2:52][N:53]1[C:57]([CH3:58])=[CH:56][C:55](/[C:59](/[F:74])=[CH:60]/[C:61]2[CH:66]=[CH:65][C:64]([C:67]([CH3:73])([CH3:72])[C:68]([F:71])([F:70])[F:69])=[CH:63][CH:62]=2)=[N:54]1. The catalyst class is: 533. Product: [F:74]/[C:59](/[C:55]1[CH:56]=[C:57]([CH3:58])[N:53]([CH2:52][C:51]2[CH:50]=[C:49]([N:5]3[CH2:6][CH2:7][CH:2]([OH:1])[CH2:3][CH2:4]3)[CH:77]=[CH:76][CH:75]=2)[N:54]=1)=[CH:60]\[C:61]1[CH:66]=[CH:65][C:64]([C:67]([CH3:73])([CH3:72])[C:68]([F:70])([F:71])[F:69])=[CH:63][CH:62]=1. (6) Reactant: [OH-].[K+].[CH3:3]C1C=CC(S(N(N=O)C)(=O)=O)=CC=1.C(O)CO.CCOCC.[NH:26]1[C:30]2[CH:31]=[C:32]([N:35]3[CH:39]([C:40]4[CH:45]=[CH:44][CH:43]=[C:42]([F:46])[C:41]=4[F:47])[C:38]([CH:48]([CH3:50])[CH3:49])=[C:37]([OH:51])[C:36]3=[O:52])[CH:33]=[CH:34][C:29]=2[N:28]=[CH:27]1. Product: [NH:26]1[C:30]2[CH:31]=[C:32]([N:35]3[CH:39]([C:40]4[CH:45]=[CH:44][CH:43]=[C:42]([F:46])[C:41]=4[F:47])[C:38]([CH:48]([CH3:50])[CH3:49])=[C:37]([O:51][CH3:3])[C:36]3=[O:52])[CH:33]=[CH:34][C:29]=2[N:28]=[CH:27]1. The catalyst class is: 5. (7) Product: [Br:7][C:6]1[C:5]2[CH:8]=[C:9]([CH:12]=[O:13])[CH:10]=[CH:11][C:4]=2[O:3][CH:2]=1. Reactant: Br[CH:2]1[CH:6]([Br:7])[C:5]2[CH:8]=[C:9]([CH:12]=[O:13])[CH:10]=[CH:11][C:4]=2[O:3]1.[OH-].[K+]. The catalyst class is: 40.